Dataset: Full USPTO retrosynthesis dataset with 1.9M reactions from patents (1976-2016). Task: Predict the reactants needed to synthesize the given product. (1) Given the product [NH2:1][C:2]1[C:7]2=[C:8]([Br:28])[CH:9]=[C:10]([C:11]([NH:13][CH2:14][CH:15]3[O:20][CH2:19][CH2:18][N:17]([C:21]([O:23][C:24]([CH3:27])([CH3:26])[CH3:25])=[O:22])[CH2:16]3)=[O:12])[N:6]2[N:5]=[CH:4][N:3]=1, predict the reactants needed to synthesize it. The reactants are: [NH2:1][C:2]1[C:7]2=[CH:8][CH:9]=[C:10]([C:11]([NH:13][CH2:14][CH:15]3[O:20][CH2:19][CH2:18][N:17]([C:21]([O:23][C:24]([CH3:27])([CH3:26])[CH3:25])=[O:22])[CH2:16]3)=[O:12])[N:6]2[N:5]=[CH:4][N:3]=1.[Br:28]N1C(C)(C)C(=O)N(Br)C1=O. (2) Given the product [CH3:1][NH:2][C:3]([C:5]1[C:13]2[C:8](=[N:9][C:10]([N:16]([CH2:32][CH2:31][CH2:30][CH2:29][Br:28])[S:17]([CH3:20])(=[O:19])=[O:18])=[C:11]([CH2:14][CH3:15])[CH:12]=2)[O:7][C:6]=1[C:21]1[CH:22]=[CH:23][C:24]([F:27])=[CH:25][CH:26]=1)=[O:4], predict the reactants needed to synthesize it. The reactants are: [CH3:1][NH:2][C:3]([C:5]1[C:13]2[C:8](=[N:9][C:10]([NH:16][S:17]([CH3:20])(=[O:19])=[O:18])=[C:11]([CH2:14][CH3:15])[CH:12]=2)[O:7][C:6]=1[C:21]1[CH:26]=[CH:25][C:24]([F:27])=[CH:23][CH:22]=1)=[O:4].[Br:28][CH2:29][CH2:30][CH2:31][CH2:32]Br.C(=O)([O-])[O-].[Cs+].[Cs+].O=[N+]([O-])[O-].[O-][N+](=O)[O-].[O-][N+](=O)[O-].[O-][N+](=O)[O-].[O-][N+](=O)[O-].[O-][N+](=O)[O-].[Ce+4].[NH4+].[NH4+]. (3) Given the product [Cl:1][C:2]1[CH:3]=[C:4]([CH2:16][C:17]([O:19][CH3:20])=[O:18])[CH:5]=[CH:6][C:7]=1[C:21]#[N:22], predict the reactants needed to synthesize it. The reactants are: [Cl:1][C:2]1[CH:3]=[C:4]([CH2:16][C:17]([O:19][CH3:20])=[O:18])[CH:5]=[CH:6][C:7]=1OS(C(F)(F)F)(=O)=O.[CH3:21][N:22](C)C=O. (4) Given the product [C:29]([C:15]1[CH:16]=[C:17]([NH:18][C:19]([NH:21][C:22]2[CH:23]=[CH:24][C:25]([F:28])=[CH:26][CH:27]=2)=[O:20])[N:13]([C:9]2[CH:8]=[C:7]([CH2:6][CH2:5][C:4]([OH:33])=[O:3])[CH:12]=[CH:11][CH:10]=2)[N:14]=1)([CH3:32])([CH3:30])[CH3:31], predict the reactants needed to synthesize it. The reactants are: C([O:3][C:4](=[O:33])[CH2:5][CH2:6][C:7]1[CH:12]=[CH:11][CH:10]=[C:9]([N:13]2[C:17]([NH:18][C:19]([NH:21][C:22]3[CH:27]=[CH:26][C:25]([F:28])=[CH:24][CH:23]=3)=[O:20])=[CH:16][C:15]([C:29]([CH3:32])([CH3:31])[CH3:30])=[N:14]2)[CH:8]=1)C.[Li+].[OH-]. (5) Given the product [CH2:16]([O:8][C:5]1[CH:6]=[CH:7][C:2]([Br:1])=[CH:3][C:4]=1[CH3:9])[C:17]1[CH:22]=[CH:21][CH:20]=[CH:19][CH:18]=1, predict the reactants needed to synthesize it. The reactants are: [Br:1][C:2]1[CH:7]=[CH:6][C:5]([OH:8])=[C:4]([CH3:9])[CH:3]=1.C(=O)([O-])[O-].[K+].[K+].[CH2:16](Br)[C:17]1[CH:22]=[CH:21][CH:20]=[CH:19][CH:18]=1.O. (6) Given the product [CH:28]12[CH2:34][CH:37]3[CH2:38][CH:32]([CH2:31][CH:30]([CH2:36]3)[CH:29]1[N:9]1[CH:10]=[CH:17][N:6]([CH2:20][C:21]3[CH:22]=[CH:23][CH:24]=[CH:25][CH:26]=3)[C:7]1=[O:8])[CH2:33]2, predict the reactants needed to synthesize it. The reactants are: C(OC(=O)C[N:6]([CH2:20][C:21]1[CH:26]=[CH:25][CH:24]=[CH:23][CH:22]=1)[C:7]([NH:9][CH:10]1[CH:17]2CC3CC(CC1C3)C2)=[O:8])C.[C:28]1([CH3:34])[CH:33]=[CH:32][CH:31]=[CH:30][CH:29]=1.[H-].[CH2:36]([Al+]CC(C)C)[CH:37](C)[CH3:38]. (7) Given the product [C:33]([N:28]1[CH2:29][CH2:30][CH:25]([C:17]2[N:18]3[C:23]([C:22]([NH2:24])=[N:21][CH:20]=[N:19]3)=[C:15]([C:10]3[CH:11]=[CH:12][C:13]4[C:8]([CH:9]=3)=[N:7][N:6]([CH2:5][CH:1]3[CH2:2][CH2:3][CH2:4]3)[CH:14]=4)[CH:16]=2)[CH2:26][CH2:27]1)(=[O:34])[CH3:32], predict the reactants needed to synthesize it. The reactants are: [CH:1]1([CH2:5][N:6]2[CH:14]=[C:13]3[C:8]([CH:9]=[C:10]([C:15]4[CH:16]=[C:17]([CH:25]5[CH2:30][CH2:29][NH:28][CH2:27][CH2:26]5)[N:18]5[C:23]=4[C:22]([NH2:24])=[N:21][CH:20]=[N:19]5)[CH:11]=[CH:12]3)=[N:7]2)[CH2:4][CH2:3][CH2:2]1.Cl[CH2:32][C:33](N(C)C)=[O:34]. (8) Given the product [C:18]([CH2:19][C:7]([CH:5]1[CH2:4][N:3]([C:11]([O:13][C:14]([CH3:17])([CH3:16])[CH3:15])=[O:12])[CH2:6]1)=[O:9])#[N:20], predict the reactants needed to synthesize it. The reactants are: [H-].[Na+].[N:3]1([C:11]([O:13][C:14]([CH3:17])([CH3:16])[CH3:15])=[O:12])[CH2:6][CH:5]([C:7]([O:9]C)=O)[CH2:4]1.[C:18](#[N:20])[CH3:19].Cl. (9) Given the product [Cl:18][C:13]1[N:12]=[C:11]([C@:2]2([CH3:10])[CH2:3][C@@H:4]([C:5]([F:6])([F:7])[F:8])[O:9][C:25]([NH2:24])=[N:1]2)[C:16]([F:17])=[CH:15][CH:14]=1, predict the reactants needed to synthesize it. The reactants are: [NH2:1][C@@:2]([C:11]1[C:16]([F:17])=[CH:15][CH:14]=[C:13]([Cl:18])[N:12]=1)([CH3:10])[CH2:3][C@H:4]([OH:9])[C:5]([F:8])([F:7])[F:6].C(=O)(O)[O-].[Na+].[N:24]#[C:25]Br. (10) Given the product [CH2:14]([O:21][C:22]1[CH:23]=[CH:24][C:25]([C@H:28]2[N:31]([C:32]3[CH:37]=[CH:36][C:35]([F:38])=[CH:34][CH:33]=3)[C:30](=[O:39])[C@@H:29]2[CH2:40][CH2:41][C:42]([C:43]2[CH:48]=[CH:47][C:46]([F:49])=[CH:45][CH:44]=2)=[O:7])=[CH:26][CH:27]=1)[C:15]1[CH:16]=[CH:17][CH:18]=[CH:19][CH:20]=1, predict the reactants needed to synthesize it. The reactants are: C1(=O)C=CC(=[O:7])C=C1.Cl(O)(=O)(=O)=O.[CH2:14]([O:21][C:22]1[CH:27]=[CH:26][C:25]([C@H:28]2[N:31]([C:32]3[CH:37]=[CH:36][C:35]([F:38])=[CH:34][CH:33]=3)[C:30](=[O:39])[C@@H:29]2[CH2:40]/[CH:41]=[CH:42]\[C:43]2[CH:48]=[CH:47][C:46]([F:49])=[CH:45][CH:44]=2)=[CH:24][CH:23]=1)[C:15]1[CH:20]=[CH:19][CH:18]=[CH:17][CH:16]=1.